This data is from Forward reaction prediction with 1.9M reactions from USPTO patents (1976-2016). The task is: Predict the product of the given reaction. (1) Given the reactants C([O:5][C:6]([N:8]1[CH2:13][CH:12]=[C:11]([C:14]2[CH:19]=[CH:18][CH:17]=[C:16]([N+:20]([O-])=O)[CH:15]=2)[CH2:10][CH2:9]1)=O)(C)(C)C.F[C:24](F)(F)C(O)=O.ClCCl, predict the reaction product. The product is: [NH2:20][C:16]1[CH:15]=[C:14]([CH:11]2[CH2:12][CH2:13][N:8]([C:6](=[O:5])[CH3:24])[CH2:9][CH2:10]2)[CH:19]=[CH:18][CH:17]=1. (2) Given the reactants N[CH2:2][C:3]([C:5]1[CH:10]=[CH:9][CH:8]=[CH:7][CH:6]=1)=[O:4].CC[N:13](CC)CC.[CH3:18][O:19][C:20]1[CH:28]=[CH:27][C:23]([C:24](Cl)=[O:25])=[CH:22][CH:21]=1, predict the reaction product. The product is: [C:3]([C:5]1[CH:10]=[CH:9][CH:8]=[CH:7][C:6]=1[NH:13][C:24](=[O:25])[C:23]1[CH:27]=[CH:28][C:20]([O:19][CH3:18])=[CH:21][CH:22]=1)(=[O:4])[CH3:2]. (3) Given the reactants [Li+].[OH-].[Cl:3][C:4]1[CH:37]=[CH:36][CH:35]=[C:34]([Cl:38])[C:5]=1[C:6]([NH:8][C@H:9]([C:30]([O:32]C)=[O:31])[CH2:10][C:11]1[CH:16]=[CH:15][C:14]([O:17][CH2:18][CH2:19][C:20]2[CH:29]=[CH:28][C:27]3[CH2:26][CH2:25][CH2:24][NH:23][C:22]=3[N:21]=2)=[CH:13][N:12]=1)=[O:7], predict the reaction product. The product is: [Cl:3][C:4]1[CH:37]=[CH:36][CH:35]=[C:34]([Cl:38])[C:5]=1[C:6]([NH:8][C@H:9]([C:30]([OH:32])=[O:31])[CH2:10][C:11]1[CH:16]=[CH:15][C:14]([O:17][CH2:18][CH2:19][C:20]2[CH:29]=[CH:28][C:27]3[CH2:26][CH2:25][CH2:24][NH:23][C:22]=3[N:21]=2)=[CH:13][N:12]=1)=[O:7]. (4) Given the reactants [CH3:1][C:2]1[CH:7]=[C:6]([C:8]([N:10]2[C:16]3[CH:17]=[CH:18][CH:19]=[CH:20][C:15]=3[CH2:14][N:13]3[C:21](C(O)=O)=[CH:22][CH:23]=[C:12]3[CH2:11]2)=[O:9])[CH:5]=[CH:4][C:3]=1[C:27]1[CH:32]=[CH:31][CH:30]=[CH:29][C:28]=1[C:33]([F:36])([F:35])[F:34].[OH:37][N:38]1[C:42]2C=[CH:44][CH:45]=[CH:46][C:41]=2N=N1.Cl.CN(C)CCCN=C=NCC.C(N(CC)C(C)C)(C)C.[CH3:68][N:69]([CH3:72])[CH:70]=[O:71], predict the reaction product. The product is: [CH3:68][N:69]([CH2:72][C:45]1[CH:44]=[N+:38]([O-:37])[CH:42]=[CH:41][CH:46]=1)[C:70]([C:21]1[N:13]2[C:12]([CH2:11][N:10]([C:8]([C:6]3[CH:5]=[CH:4][C:3]([C:27]4[CH:32]=[CH:31][CH:30]=[CH:29][C:28]=4[C:33]([F:36])([F:34])[F:35])=[C:2]([CH3:1])[CH:7]=3)=[O:9])[C:16]3[CH:17]=[CH:18][CH:19]=[CH:20][C:15]=3[CH2:14]2)=[CH:23][CH:22]=1)=[O:71]. (5) The product is: [C:1]([O:5][C:6]([O:8][C:9]1[CH:16]=[CH:15][CH:14]=[CH:13][C:10]=1[C:11]([OH:23])=[O:12])=[O:7])([CH3:4])([CH3:2])[CH3:3]. Given the reactants [C:1]([O:5][C:6]([O:8][C:9]1[CH:16]=[CH:15][CH:14]=[CH:13][C:10]=1[CH:11]=[O:12])=[O:7])([CH3:4])([CH3:3])[CH3:2].CC(=CC)C.P([O-])([O-])(O)=[O:23].[Na+].[Na+].Cl([O-])=O.[Na+], predict the reaction product. (6) Given the reactants [CH3:1][C@:2]([C:11](O)=[O:12])([CH2:4][C:5]1[CH:10]=[CH:9][CH:8]=[CH:7][CH:6]=1)[NH2:3].[BH4-].[Na+].II, predict the reaction product. The product is: [NH2:3][C@:2]([CH3:1])([CH2:4][C:5]1[CH:10]=[CH:9][CH:8]=[CH:7][CH:6]=1)[CH2:11][OH:12]. (7) Given the reactants [OH-].[Li+].[C:3]([O:7][C:8]([N:10]([CH3:33])[C@@H:11]1[C:20]2[CH:19]=[C:18]([C:21]([O:23]C)=[O:22])[CH:17]=[CH:16][C:15]=2[C@H:14]([C:25]2[CH:30]=[CH:29][C:28]([Cl:31])=[C:27]([Cl:32])[CH:26]=2)[CH2:13][CH2:12]1)=[O:9])([CH3:6])([CH3:5])[CH3:4].Cl, predict the reaction product. The product is: [C:3]([O:7][C:8]([N:10]([CH3:33])[C@@H:11]1[C:20]2[CH:19]=[C:18]([C:21]([OH:23])=[O:22])[CH:17]=[CH:16][C:15]=2[C@H:14]([C:25]2[CH:30]=[CH:29][C:28]([Cl:31])=[C:27]([Cl:32])[CH:26]=2)[CH2:13][CH2:12]1)=[O:9])([CH3:6])([CH3:5])[CH3:4]. (8) Given the reactants [NH2:1][C:2]1[C:9]([C:10]#[CH:11])=[CH:8][C:5]([C:6]#[N:7])=[C:4]([Cl:12])[CH:3]=1.CC([O-])(C)C.[K+], predict the reaction product. The product is: [Cl:12][C:4]1[CH:3]=[C:2]2[C:9]([CH:10]=[CH:11][NH:1]2)=[CH:8][C:5]=1[C:6]#[N:7]. (9) Given the reactants [NH2:1][C:2]1[C:3]([C:15]([O:17][CH3:18])=[O:16])=[N:4][N:5]([CH2:10][CH2:11][O:12][CH2:13][CH3:14])[C:6]=1[C:7](=[O:9])[NH2:8].CN(C)[CH:21]=[O:22], predict the reaction product. The product is: [CH2:13]([O:12][CH2:11][CH2:10][N:5]1[C:6]2[C:7](=[O:9])[NH:8][C:21](=[O:22])[NH:1][C:2]=2[C:3]([C:15]([O:17][CH3:18])=[O:16])=[N:4]1)[CH3:14]. (10) Given the reactants CN(C(O[N:9]1[N:17]=NC2C=CC=CC1=2)=[N+](C)C)C.[B-](F)(F)(F)F.[OH:23][C:24]([CH3:51])([CH3:50])[CH2:25][C@@:26]1([C:44]2[CH:49]=[CH:48][CH:47]=[CH:46][CH:45]=2)[O:31][C:30](=[O:32])[N:29]([C@H:33]([C:35]2[CH:43]=[CH:42][C:38]([C:39](O)=[O:40])=[CH:37][CH:36]=2)[CH3:34])[CH2:28][CH2:27]1.C(N(C(C)C)C(C)C)C.O.NN, predict the reaction product. The product is: [OH:23][C:24]([CH3:51])([CH3:50])[CH2:25][C@@:26]1([C:44]2[CH:49]=[CH:48][CH:47]=[CH:46][CH:45]=2)[O:31][C:30](=[O:32])[N:29]([C@H:33]([C:35]2[CH:43]=[CH:42][C:38]([C:39]([NH:9][NH2:17])=[O:40])=[CH:37][CH:36]=2)[CH3:34])[CH2:28][CH2:27]1.